Dataset: Catalyst prediction with 721,799 reactions and 888 catalyst types from USPTO. Task: Predict which catalyst facilitates the given reaction. (1) Reactant: [CH:1]([N:4]([CH2:8][C:9]1[CH:14]=[CH:13][C:12]([C:15]2[N:19]=[C:18]([C:20]3[CH:24]=[C:23]([CH3:25])[NH:22][N:21]=3)[O:17][N:16]=2)=[CH:11][CH:10]=1)[CH:5]([CH3:7])[CH3:6])([CH3:3])[CH3:2].[Cl:26][C:27]1[CH:32]=[CH:31][C:30]([CH2:33]Cl)=[CH:29][N:28]=1.CC([O-])(C)C.[K+].C(OCC)(=O)C. Product: [Cl:26][C:27]1[N:28]=[CH:29][C:30]([CH2:33][N:22]2[C:23]([CH3:25])=[CH:24][C:20]([C:18]3[O:17][N:16]=[C:15]([C:12]4[CH:13]=[CH:14][C:9]([CH2:8][N:4]([CH:1]([CH3:2])[CH3:3])[CH:5]([CH3:7])[CH3:6])=[CH:10][CH:11]=4)[N:19]=3)=[N:21]2)=[CH:31][CH:32]=1. The catalyst class is: 20. (2) Product: [F:1][C:2]1([CH2:15][O:16][S:25]([CH3:24])(=[O:27])=[O:26])[CH2:3][CH2:4][N:5]([C:8]([O:10][C:11]([CH3:12])([CH3:13])[CH3:14])=[O:9])[CH2:6][CH2:7]1. The catalyst class is: 4. Reactant: [F:1][C:2]1([CH2:15][OH:16])[CH2:7][CH2:6][N:5]([C:8]([O:10][C:11]([CH3:14])([CH3:13])[CH3:12])=[O:9])[CH2:4][CH2:3]1.C(N(CC)CC)C.[CH3:24][S:25](Cl)(=[O:27])=[O:26].C([O-])(O)=O.[Na+]. (3) The catalyst class is: 2. Reactant: FC(F)(F)S([O:6][S:7]([C:10]([F:13])([F:12])[F:11])(=[O:9])=[O:8])(=O)=O.[F:16][C:17]([F:32])([F:31])[C:18]1[C:19]([C:24]2[CH:29]=[CH:28][C:27](O)=[CH:26][N:25]=2)=[N:20][CH:21]=[CH:22][CH:23]=1. Product: [F:31][C:17]([F:16])([F:32])[C:18]1[C:19]([C:24]2[CH:29]=[CH:28][C:27]([O:6][S:7]([C:10]([F:11])([F:12])[F:13])(=[O:8])=[O:9])=[CH:26][N:25]=2)=[N:20][CH:21]=[CH:22][CH:23]=1. (4) Reactant: [NH2:1][C:2]1[C:3]([F:13])=[C:4]([CH:8]=[C:9]([F:12])[C:10]=1[F:11])[C:5]([OH:7])=O.S(Cl)(Cl)=O.[CH3:18][C:19]1[CH:25]=[C:24]([C:26]([F:35])([C:31]([F:34])([F:33])[F:32])[C:27]([F:30])([F:29])[F:28])[CH:23]=[C:22]([CH3:36])[C:20]=1[NH2:21].N1C=CC=CC=1. Product: [NH2:1][C:2]1[C:3]([F:13])=[C:4]([CH:8]=[C:9]([F:12])[C:10]=1[F:11])[C:5]([NH:21][C:20]1[C:22]([CH3:36])=[CH:23][C:24]([C:26]([F:35])([C:27]([F:28])([F:29])[F:30])[C:31]([F:32])([F:33])[F:34])=[CH:25][C:19]=1[CH3:18])=[O:7]. The catalyst class is: 4. (5) Reactant: [NH2:1][C:2]1([CH3:33])[CH2:7][CH2:6][N:5]([C:8]([C:10]2[CH:15]=[CH:14][C:13]([C:16]3[CH:17]=[CH:18][C:19]4[N:20]([C:22]([C:25]5[CH:32]=[CH:31][C:28]([C:29]#[N:30])=[CH:27][CH:26]=5)=[CH:23][N:24]=4)[CH:21]=3)=[CH:12][CH:11]=2)=[O:9])[CH2:4][CH2:3]1.[CH:34](=O)[CH3:35].[C:37](O)(=O)[CH3:38].[BH3-]C#N.[Na+]. Product: [CH2:37]([N:1]([CH2:34][CH3:35])[C:2]1([CH3:33])[CH2:3][CH2:4][N:5]([C:8]([C:10]2[CH:15]=[CH:14][C:13]([C:16]3[CH:17]=[CH:18][C:19]4[N:20]([C:22]([C:25]5[CH:26]=[CH:27][C:28]([C:29]#[N:30])=[CH:31][CH:32]=5)=[CH:23][N:24]=4)[CH:21]=3)=[CH:12][CH:11]=2)=[O:9])[CH2:6][CH2:7]1)[CH3:38]. The catalyst class is: 24. (6) Reactant: [N+](C1C=CC(C([O:10][C@@H:11]2[C@H:15]([O:16][C:17]3[C:22]([F:23])=[CH:21][C:20]([N+:24]([O-:26])=[O:25])=[CH:19][C:18]=3[CH2:27][N:28]([C:30]([O:32][CH2:33][C:34]3[CH:39]=[CH:38][CH:37]=[CH:36][CH:35]=3)=[O:31])[CH3:29])[CH2:14][O:13][CH2:12]2)=O)=CC=1)([O-])=O.[OH-].[K+]. Product: [F:23][C:22]1[C:17]([O:16][C@H:15]2[C@@H:11]([OH:10])[CH2:12][O:13][CH2:14]2)=[C:18]([CH:19]=[C:20]([N+:24]([O-:26])=[O:25])[CH:21]=1)[CH2:27][N:28]([CH3:29])[C:30](=[O:31])[O:32][CH2:33][C:34]1[CH:39]=[CH:38][CH:37]=[CH:36][CH:35]=1. The catalyst class is: 5. (7) Reactant: [Cl:1][CH2:2][C:3](Cl)=[O:4].[NH:6]([CH2:20][CH2:21][N:22]1[C:30](=[O:31])[C:29]2[C:24](=[CH:25][CH:26]=[CH:27][CH:28]=2)[C:23]1=[O:32])[CH2:7][CH2:8][N:9]1[C:17](=[O:18])[C:16]2[C:11](=[CH:12][CH:13]=[CH:14][CH:15]=2)[C:10]1=[O:19].CCN(CC)CC. Product: [Cl:1][CH2:2][C:3]([N:6]([CH2:7][CH2:8][N:9]1[C:17](=[O:18])[C:16]2[C:11](=[CH:12][CH:13]=[CH:14][CH:15]=2)[C:10]1=[O:19])[CH2:20][CH2:21][N:22]1[C:23](=[O:32])[C:24]2[C:29](=[CH:28][CH:27]=[CH:26][CH:25]=2)[C:30]1=[O:31])=[O:4]. The catalyst class is: 2. (8) Reactant: [CH2:1]([NH:13][C:14]1[CH:19]=[CH:18][CH:17]=[C:16]([CH3:20])[CH:15]=1)[CH2:2][CH2:3][CH2:4][CH2:5][CH2:6][CH2:7][CH2:8][CH2:9][CH2:10][CH2:11][CH3:12].Br[CH2:22][CH:23]([CH2:28][CH3:29])[CH2:24][CH2:25][CH2:26][CH3:27].C(=O)(O)[O-].[Na+]. Product: [CH2:1]([N:13]([CH2:22][CH:23]([CH2:28][CH3:29])[CH2:24][CH2:25][CH2:26][CH3:27])[C:14]1[CH:19]=[CH:18][CH:17]=[C:16]([CH3:20])[CH:15]=1)[CH2:2][CH2:3][CH2:4][CH2:5][CH2:6][CH2:7][CH2:8][CH2:9][CH2:10][CH2:11][CH3:12]. The catalyst class is: 60. (9) Reactant: [F:1][C:2]([F:13])([F:12])[C:3]1[CH:11]=[C:10]2[C:6]([CH:7]=[CH:8][NH:9]2)=[CH:5][CH:4]=1.[F:14][C:15]([F:26])([F:25])[C:16](O[C:16](=[O:17])[C:15]([F:26])([F:25])[F:14])=[O:17].O. Product: [F:14][C:15]([F:26])([F:25])[C:16]([C:7]1[C:6]2[C:10](=[CH:11][C:3]([C:2]([F:1])([F:12])[F:13])=[CH:4][CH:5]=2)[NH:9][CH:8]=1)=[O:17]. The catalyst class is: 7. (10) Reactant: [O:1]1[CH2:5][CH2:4][O:3][CH:2]1[C:6]1[CH:11]=[CH:10][N:9]=[CH:8][C:7]=1[N+:12]([O-])=O. Product: [O:1]1[CH2:5][CH2:4][O:3][CH:2]1[C:6]1[CH:11]=[CH:10][N:9]=[CH:8][C:7]=1[NH2:12]. The catalyst class is: 19.